Dataset: Forward reaction prediction with 1.9M reactions from USPTO patents (1976-2016). Task: Predict the product of the given reaction. (1) Given the reactants [OH:1][C:2]1[CH:3]=[C:4]([CH:7]=[CH:8][CH:9]=1)[CH:5]=[O:6].[Br:10][CH2:11][CH2:12]Br.C(=O)([O-])[O-].[Cs+].[Cs+].O, predict the reaction product. The product is: [Br:10][CH2:11][CH2:12][O:1][C:2]1[CH:3]=[C:4]([CH:7]=[CH:8][CH:9]=1)[CH:5]=[O:6]. (2) Given the reactants [CH3:1][O:2][C:3]([C:5]1[N:6]([NH:11][CH2:12][C:13]2[CH:18]=[CH:17][C:16]([C:19]([F:22])([F:21])[F:20])=[CH:15][CH:14]=2)[CH:7]=[C:8]([Br:10])[CH:9]=1)=[O:4].[CH3:23][O:24][C:25](=[O:30])[CH2:26][C:27](Cl)=[O:28], predict the reaction product. The product is: [CH3:1][O:2][C:3]([C:5]1[N:6]([N:11]([C:27](=[O:28])[CH2:26][C:25]([O:24][CH3:23])=[O:30])[CH2:12][C:13]2[CH:18]=[CH:17][C:16]([C:19]([F:22])([F:20])[F:21])=[CH:15][CH:14]=2)[CH:7]=[C:8]([Br:10])[CH:9]=1)=[O:4].